Dataset: Catalyst prediction with 721,799 reactions and 888 catalyst types from USPTO. Task: Predict which catalyst facilitates the given reaction. (1) Reactant: FC(F)(F)C(O)=O.C([SiH](CC)CC)C.C1(C([O:28][C:29]([C:31]2[N:32]3[CH:35]([CH2:36][CH2:37][C:38]=2[S:39][C:40]2[S:41][C:42]([NH2:45])=[N:43][N:44]=2)[C@@H:34]([NH:46][C:47](=[O:77])/[C:48](/[C:70]2[N:71]=[C:72]([NH2:76])[S:73][C:74]=2[Cl:75])=[N:49]\[O:50]C(C2C=CC=CC=2)(C2C=CC=CC=2)C2C=CC=CC=2)[C:33]3=[O:78])=[O:30])C2C=CC=CC=2)C=CC=CC=1. Product: [NH2:76][C:72]1[S:73][C:74]([Cl:75])=[C:70](/[C:48](=[N:49]/[OH:50])/[C:47]([NH:46][C@H:34]2[C:33](=[O:78])[N:32]3[CH:35]2[CH2:36][CH2:37][C:38]([S:39][C:40]2[S:41][C:42]([NH2:45])=[N:43][N:44]=2)=[C:31]3[C:29]([OH:30])=[O:28])=[O:77])[N:71]=1. The catalyst class is: 4. (2) Reactant: [CH:1]([N:4]1[C:32](=[O:33])[C:31]2[N:12]3[CH2:13][CH2:14][C:15]4[CH:16]=[C:17]([O:29][CH3:30])[C:18]([C:21]5[C:22]([CH3:28])=[N:23][N:24]([CH3:27])[C:25]=5[CH3:26])=[CH:19][C:20]=4[C:11]3=[C:10]([C:34]3[S:35][CH:36]=[CH:37][CH:38]=3)[C:9]=2[CH2:8][NH:7][CH2:6][CH2:5]1)([CH3:3])[CH3:2].[C:39](OC(=O)C)(=[O:41])[CH3:40].O.C(OCC)(=O)C. Product: [C:39]([N:7]1[CH2:8][C:9]2[C:10]([C:34]3[S:35][CH:36]=[CH:37][CH:38]=3)=[C:11]3[C:20]4[CH:19]=[C:18]([C:21]5[C:22]([CH3:28])=[N:23][N:24]([CH3:27])[C:25]=5[CH3:26])[C:17]([O:29][CH3:30])=[CH:16][C:15]=4[CH2:14][CH2:13][N:12]3[C:31]=2[C:32](=[O:33])[N:4]([CH:1]([CH3:3])[CH3:2])[CH2:5][CH2:6]1)(=[O:41])[CH3:40]. The catalyst class is: 383. (3) Reactant: [CH3:1][C:2]1[C:3]([N:11]2[CH2:16][CH2:15][O:14][CH2:13][CH2:12]2)=[N:4][CH:5]=[C:6]([N+:8]([O-])=O)[CH:7]=1.Cl.CO.[H][H]. Product: [CH3:1][C:2]1[CH:7]=[C:6]([NH2:8])[CH:5]=[N:4][C:3]=1[N:11]1[CH2:12][CH2:13][O:14][CH2:15][CH2:16]1. The catalyst class is: 505. (4) Reactant: [N:1]1[CH:6]=[CH:5][C:4]([CH2:7][NH:8][C:9]2[N:17]=[C:16]3[C:12]([NH:13][C:14](=[O:27])[N:15]3[CH2:18][C:19]3[CH:24]=[CH:23][C:22]([CH2:25]Cl)=[CH:21][CH:20]=3)=[C:11]([NH2:28])[N:10]=2)=[CH:3][CH:2]=1.[CH3:29][NH:30][CH3:31]. Product: [NH2:28][C:11]1[N:10]=[C:9]([NH:8][CH2:7][C:4]2[CH:5]=[CH:6][N:1]=[CH:2][CH:3]=2)[N:17]=[C:16]2[C:12]=1[NH:13][C:14](=[O:27])[N:15]2[CH2:18][C:19]1[CH:24]=[CH:23][C:22]([CH2:25][N:30]([CH3:31])[CH3:29])=[CH:21][CH:20]=1. The catalyst class is: 3. (5) Reactant: [NH2:1][C:2]1[N:7]=[C:6]([C:8]2[O:9][CH:10]=[CH:11][CH:12]=2)[C:5]([C:13]#[N:14])=[C:4](S(C)=O)[N:3]=1.[CH2:18]([OH:27])/[CH:19]=[CH:20]/[C:21]1[CH:26]=[CH:25][CH:24]=[CH:23][CH:22]=1.C1CCN2C(=NCCC2)CC1. Product: [NH2:1][C:2]1[N:7]=[C:6]([C:8]2[O:9][CH:10]=[CH:11][CH:12]=2)[C:5]([C:13]#[N:14])=[C:4]([O:27][CH2:18][CH:19]=[CH:20][C:21]2[CH:26]=[CH:25][CH:24]=[CH:23][CH:22]=2)[N:3]=1. The catalyst class is: 57. (6) Reactant: [Cl-].[Al+3].[Cl-].[Cl-].[H-].[Al+3].[Li+].[H-].[H-].[H-].[C:11]1([C:17]2[CH:22]=[C:21]([C:23]3[CH:28]=[CH:27][CH:26]=[CH:25][CH:24]=3)[N:20]=[C:19]([O:29][CH2:30][CH2:31][CH2:32][CH2:33][CH2:34][C:35]#[N:36])[CH:18]=2)[CH:16]=[CH:15][CH:14]=[CH:13][CH:12]=1. Product: [NH2:36][CH2:35][CH2:34][CH2:33][CH2:32][CH2:31][CH2:30][O:29][C:19]1[CH:18]=[C:17]([C:11]2[CH:12]=[CH:13][CH:14]=[CH:15][CH:16]=2)[CH:22]=[C:21]([C:23]2[CH:28]=[CH:27][CH:26]=[CH:25][CH:24]=2)[N:20]=1. The catalyst class is: 28. (7) Reactant: [S:1]1[C:5]2[CH:6]=[CH:7][CH:8]=[CH:9][C:4]=2[N:3]=[C:2]1[NH:10][C:11](=[O:19])[C:12]1[CH:17]=[CH:16][C:15]([CH3:18])=[CH:14][CH:13]=1.C(=O)([O-])[O-].[K+].[K+].Br[CH:27]([CH2:32][OH:33])[C:28]([O:30][CH3:31])=[O:29]. Product: [OH:33][CH2:32][CH:27]([N:3]1[C:4]2[CH:9]=[CH:8][CH:7]=[CH:6][C:5]=2[S:1][C:2]1=[N:10][C:11](=[O:19])[C:12]1[CH:17]=[CH:16][C:15]([CH3:18])=[CH:14][CH:13]=1)[C:28]([O:30][CH3:31])=[O:29]. The catalyst class is: 9. (8) Reactant: [NH2:1][C:2]1[CH:3]=[C:4]([C:8]2[CH:17]=[C:16]3[C:11]([C:12]([N:32]4[CH2:37][CH2:36][O:35][CH2:34][CH2:33]4)=[N:13][C:14]([C:18]4[CH:19]=[N:20][C:21]([NH:24][C:25](=[O:31])[O:26][C:27]([CH3:30])([CH3:29])[CH3:28])=[N:22][CH:23]=4)=[N:15]3)=[CH:10][CH:9]=2)[CH:5]=[CH:6][CH:7]=1.[OH:38][C:39]([CH3:44])([CH3:43])[C:40](O)=[O:41].CN(C=O)C.CN(C(ON1N=NC2C=CC=NC1=2)=[N+](C)C)C.F[P-](F)(F)(F)(F)F. Product: [OH:38][C:39]([CH3:44])([CH3:43])[C:40]([NH:1][C:2]1[CH:3]=[C:4]([C:8]2[CH:17]=[C:16]3[C:11]([C:12]([N:32]4[CH2:33][CH2:34][O:35][CH2:36][CH2:37]4)=[N:13][C:14]([C:18]4[CH:19]=[N:20][C:21]([NH:24][C:25](=[O:31])[O:26][C:27]([CH3:29])([CH3:30])[CH3:28])=[N:22][CH:23]=4)=[N:15]3)=[CH:10][CH:9]=2)[CH:5]=[CH:6][CH:7]=1)=[O:41]. The catalyst class is: 6.